From a dataset of Forward reaction prediction with 1.9M reactions from USPTO patents (1976-2016). Predict the product of the given reaction. Given the reactants [C:1]([C:5]1[O:9][N:8]=[C:7]([NH:10][C:11]([NH:13][C:14]2[CH:19]=[CH:18][CH:17]=[C:16]([SH:20])[CH:15]=2)=[O:12])[CH:6]=1)([CH3:4])([CH3:3])[CH3:2].[H-].[Na+].Cl[C:24]1[C:33]2[C:28](=[CH:29][C:30]([O:36][CH2:37][CH2:38][CH2:39][Cl:40])=[C:31]([O:34][CH3:35])[CH:32]=2)[N:27]=[CH:26][N:25]=1, predict the reaction product. The product is: [C:1]([C:5]1[O:9][N:8]=[C:7]([NH:10][C:11]([NH:13][C:14]2[CH:19]=[CH:18][CH:17]=[C:16]([S:20][C:24]3[C:33]4[C:28](=[CH:29][C:30]([O:36][CH2:37][CH2:38][CH2:39][Cl:40])=[C:31]([O:34][CH3:35])[CH:32]=4)[N:27]=[CH:26][N:25]=3)[CH:15]=2)=[O:12])[CH:6]=1)([CH3:4])([CH3:2])[CH3:3].